Predict the product of the given reaction. From a dataset of Forward reaction prediction with 1.9M reactions from USPTO patents (1976-2016). (1) The product is: [F:19][C:17]([F:18])([F:20])[C:14]1[CH:15]=[CH:16][C:11]([O:10][C:6]2[CH:5]=[C:4]([CH:9]=[CH:8][CH:7]=2)[C:3]([OH:21])=[O:2])=[N:12][CH:13]=1. Given the reactants C[O:2][C:3](=[O:21])[C:4]1[CH:9]=[CH:8][CH:7]=[C:6]([O:10][C:11]2[CH:16]=[CH:15][C:14]([C:17]([F:20])([F:19])[F:18])=[CH:13][N:12]=2)[CH:5]=1.[OH-].[Na+], predict the reaction product. (2) The product is: [Cl:1][C:2]1[CH:7]=[C:6]([C:8]#[C:9][Cl:51])[CH:5]=[C:4]([O:10][CH3:11])[C:3]=1[CH:12]1[C:18](=[O:19])[CH:17]2[CH2:20][CH:14]([CH2:15][CH2:16]2)[C:13]1=[O:21]. Given the reactants [Cl:1][C:2]1[CH:7]=[C:6]([C:8]#[CH:9])[CH:5]=[C:4]([O:10][CH3:11])[C:3]=1[C:12]1[C:18](=[O:19])[CH:17]2[CH2:20][CH:14]([CH2:15][CH2:16]2)[C:13]=1[O:21]C.C(=O)([O-])[O-].[K+].[K+].O.O.O.[F-].C([N+](CCCC)(CCCC)CCCC)CCC.C(Cl)(Cl)(Cl)[Cl:51], predict the reaction product.